This data is from Peptide-MHC class I binding affinity with 185,985 pairs from IEDB/IMGT. The task is: Regression. Given a peptide amino acid sequence and an MHC pseudo amino acid sequence, predict their binding affinity value. This is MHC class I binding data. (1) The peptide sequence is MHEDIISLW. The MHC is HLA-B38:01 with pseudo-sequence HLA-B38:01. The binding affinity (normalized) is 0.633. (2) The peptide sequence is KIMDYGKYK. The MHC is HLA-A26:02 with pseudo-sequence HLA-A26:02. The binding affinity (normalized) is 0.0847. (3) The peptide sequence is SDLDMLTQS. The MHC is HLA-B18:01 with pseudo-sequence HLA-B18:01. The binding affinity (normalized) is 0. (4) The peptide sequence is RTAKVKNEV. The MHC is HLA-A24:02 with pseudo-sequence HLA-A24:02. The binding affinity (normalized) is 0.